From a dataset of Reaction yield outcomes from USPTO patents with 853,638 reactions. Predict the reaction yield, written as a fraction of the theoretical maximum amount of product (1.0 means a 100% yield; for example, 0.34 means a 34% yield). (1) The reactants are Br[C:2]1[CH:3]=[CH:4][C:5]([CH2:8][C:9]([NH:11][C:12]2[CH:13]=[N:14][CH:15]=[C:16]([C:18]([C:20]3[C:28]4[CH:27]=[N:26][CH:25]=[N:24][C:23]=4[N:22]([CH:29]([CH3:31])[CH3:30])[CH:21]=3)=[O:19])[CH:17]=2)=[O:10])=[N:6][CH:7]=1.[CH3:32][N:33](C=O)C. The catalyst is CCOC(C)=O.[C-]#N.[Zn+2].[C-]#N.C1C=CC(/C=C/C(/C=C/C2C=CC=CC=2)=O)=CC=1.C1C=CC(/C=C/C(/C=C/C2C=CC=CC=2)=O)=CC=1.C1C=CC(/C=C/C(/C=C/C2C=CC=CC=2)=O)=CC=1.[Pd].[Pd].C1(P(C2C=CC=CC=2)[C-]2C=CC=C2)C=CC=CC=1.[C-]1(P(C2C=CC=CC=2)C2C=CC=CC=2)C=CC=C1.[Fe+2]. The product is [C:32]([C:2]1[CH:3]=[CH:4][C:5]([CH2:8][C:9]([NH:11][C:12]2[CH:13]=[N:14][CH:15]=[C:16]([C:18]([C:20]3[C:28]4[CH:27]=[N:26][CH:25]=[N:24][C:23]=4[N:22]([CH:29]([CH3:31])[CH3:30])[CH:21]=3)=[O:19])[CH:17]=2)=[O:10])=[N:6][CH:7]=1)#[N:33]. The yield is 0.180. (2) The reactants are [ClH:1].Cl.[CH:3]1([NH:6][C:7]([C:9]2[C:17]3[CH:16]=[C:15]([C:18]4[C:23]([Br:24])=[CH:22][N:21]=[C:20]([NH:25][CH2:26][CH2:27][C:28]5([CH3:34])[CH2:33][CH2:32][NH:31][CH2:30][CH2:29]5)[N:19]=4)[S:14][C:13]=3[CH:12]=[CH:11][CH:10]=2)=[O:8])[CH2:5][CH2:4]1.[Cl:35][CH2:36]Cl.C=O.[BH4-].[Na+]. The catalyst is CO. The product is [ClH:35].[ClH:1].[CH:3]1([NH:6][C:7]([C:9]2[C:17]3[CH:16]=[C:15]([C:18]4[C:23]([Br:24])=[CH:22][N:21]=[C:20]([NH:25][CH2:26][CH2:27][C:28]5([CH3:34])[CH2:33][CH2:32][N:31]([CH3:36])[CH2:30][CH2:29]5)[N:19]=4)[S:14][C:13]=3[CH:12]=[CH:11][CH:10]=2)=[O:8])[CH2:4][CH2:5]1. The yield is 0.640. (3) The reactants are C(N=C=N[CH2:6][CH2:7][CH2:8]N(C)C)C.C([O:16][C:17]([NH:19][C@H:20]1[CH2:24][CH2:23][N:22]([C:25](=[O:45])[CH2:26][N:27]([CH2:41][C:42](O)=[O:43])[C:28]2[CH:33]=[CH:32][C:31]([O:34][C:35]3[CH:40]=[CH:39][CH:38]=[CH:37][CH:36]=3)=[CH:30][CH:29]=2)[CH2:21]1)=[O:18])CCC.ON1C2N=CC=C[C:50]=2N=N1.[F:56][C:57]1[CH:58]=[C:59]([CH:62]=[C:63]([C:65]([F:68])([F:67])[F:66])[CH:64]=1)[CH2:60][NH2:61].CN1CCOCC1. The catalyst is CN(C=O)C.C(OCC)(=O)C. The product is [F:56][C:57]1[CH:58]=[C:59]([CH:62]=[C:63]([C:65]([F:66])([F:67])[F:68])[CH:64]=1)[CH2:60][NH:61][C:42]([CH2:41][N:27]([C:28]1[CH:29]=[CH:30][C:31]([O:34][C:35]2[CH:40]=[CH:39][CH:38]=[CH:37][CH:36]=2)=[CH:32][CH:33]=1)[CH2:26][C:25]([N:22]1[CH2:23][CH2:24][C@H:20]([NH:19][C:17](=[O:18])[O:16][C:7]([CH3:8])([CH3:50])[CH3:6])[CH2:21]1)=[O:45])=[O:43]. The yield is 0.340. (4) The reactants are C([N:8]1[CH2:14][C:13]([CH2:18][C:19]2[CH:24]=[CH:23][CH:22]=[CH:21][CH:20]=2)([N+:15]([O-])=O)[CH2:12][N:11](CC2C=CC=CC=2)[CH2:10][CH2:9]1)C1C=CC=CC=1.C([O-])([O-])=O.[K+].[K+].BrCC(OC(C)(C)C)=O. The catalyst is C(#N)C. The product is [CH2:18]([C:13]1([NH2:15])[CH2:14][NH:8][CH2:9][CH2:10][NH:11][CH2:12]1)[C:19]1[CH:20]=[CH:21][CH:22]=[CH:23][CH:24]=1. The yield is 0.360. (5) The reactants are [CH3:1][C:2]1[C:9]([C:10]2[S:11][C:12]([C:21](=S)[NH2:22])=[C:13]([C:15]3[CH:20]=[CH:19][CH:18]=[CH:17][CH:16]=3)[N:14]=2)=[C:5]2[S:6][CH:7]=[CH:8][N:4]2[N:3]=1.IC.CO[CH:28](OC)[CH2:29][NH2:30].Cl.C(=O)(O)[O-].[Na+]. The catalyst is CC(C)=O.CCOC(C)=O. The product is [NH:30]1[CH:29]=[CH:28][N:22]=[C:21]1[C:12]1[S:11][C:10]([C:9]2[C:2]([CH3:1])=[N:3][N:4]3[CH:8]=[CH:7][S:6][C:5]=23)=[N:14][C:13]=1[C:15]1[CH:20]=[CH:19][CH:18]=[CH:17][CH:16]=1. The yield is 0.610. (6) The reactants are [Cl:1][C:2]1[C:7]2=[N:8][CH:9]=[C:10]([O:12][CH2:13][C:14]3OC=CN=3)[N:11]=[C:6]2[CH:5]=[CH:4][N:3]=1.Cl[C:20]1N=C2C=CN=C(Cl)C2=N[CH:25]=1.CC(O)C#CC. No catalyst specified. The product is [CH2:13]([O:12][C:10]1[N:11]=[C:6]2[CH:5]=[CH:4][N:3]=[C:2]([Cl:1])[C:7]2=[N:8][CH:9]=1)[C:14]#[C:20][CH3:25]. The yield is 0.500. (7) The reactants are [CH3:1][C:2]1([C:5]([OH:7])=O)[CH2:4][CH2:3]1.[CH3:8][NH:9][CH2:10][C:11]1[S:12][CH:13]=[CH:14][CH:15]=1.C(N(CC)CC)C.CCN=C=NCCCN(C)C. The catalyst is C(Cl)Cl.CN(C1C=CN=CC=1)C. The product is [CH3:8][N:9]([CH2:10][C:11]1[S:12][CH:13]=[CH:14][CH:15]=1)[C:5]([C:2]1([CH3:1])[CH2:4][CH2:3]1)=[O:7]. The yield is 0.930. (8) The reactants are C([O:3][C:4]([C@@H:6]1[C@@H:8]([C:9](=[O:31])[NH:10][C@@H:11]([CH2:27][CH:28]([CH3:30])[CH3:29])[C:12]([NH:14][C:15]2[S:16][CH:17]=[C:18]([C:20]3[CH:25]=[CH:24][C:23]([F:26])=[CH:22][CH:21]=3)[N:19]=2)=[O:13])[O:7]1)=[O:5])C.[Li+].[OH-]. No catalyst specified. The product is [F:26][C:23]1[CH:24]=[CH:25][C:20]([C:18]2[N:19]=[C:15]([NH:14][C:12](=[O:13])[C@@H:11]([NH:10][C:9]([C@H:8]3[O:7][C@@H:6]3[C:4]([OH:5])=[O:3])=[O:31])[CH2:27][CH:28]([CH3:29])[CH3:30])[S:16][CH:17]=2)=[CH:21][CH:22]=1. The yield is 0.788. (9) The reactants are [CH:1]12[CH2:18][CH:4]([CH:5]([NH:7]C(=O)OCC3C=CC=CC=3)[CH2:6]1)[CH2:3][O:2]2.[ClH:19]. The catalyst is CO.[Pd]. The product is [ClH:19].[CH:1]12[CH2:18][CH:4]([CH:5]([NH2:7])[CH2:6]1)[CH2:3][O:2]2. The yield is 1.00. (10) The reactants are [CH3:1][C:2]1([CH3:24])[O:6][C@H:5]([CH2:7][O:8][C:9]2[CH:14]=[CH:13][C:12](B3OC(C)(C)C(C)(C)O3)=[CH:11][CH:10]=2)[CH2:4][O:3]1.Cl[C:26]1[N:31]=[C:30]([NH:32][C:33]([C:35]2([C:38]3[CH:48]=[CH:47][C:41]4[O:42][C:43]([F:46])([F:45])[O:44][C:40]=4[CH:39]=3)[CH2:37][CH2:36]2)=[O:34])[CH:29]=[CH:28][C:27]=1[CH3:49]. The catalyst is COCCOC.C([O-])([O-])=O.[Na+].[Na+].C1C=CC([P]([Pd]([P](C2C=CC=CC=2)(C2C=CC=CC=2)C2C=CC=CC=2)([P](C2C=CC=CC=2)(C2C=CC=CC=2)C2C=CC=CC=2)[P](C2C=CC=CC=2)(C2C=CC=CC=2)C2C=CC=CC=2)(C2C=CC=CC=2)C2C=CC=CC=2)=CC=1. The product is [F:46][C:43]1([F:45])[O:42][C:41]2[CH:47]=[CH:48][C:38]([C:35]3([C:33]([NH:32][C:30]4[CH:29]=[CH:28][C:27]([CH3:49])=[C:26]([C:12]5[CH:11]=[CH:10][C:9]([O:8][CH2:7][C@@H:5]6[CH2:4][O:3][C:2]([CH3:1])([CH3:24])[O:6]6)=[CH:14][CH:13]=5)[N:31]=4)=[O:34])[CH2:37][CH2:36]3)=[CH:39][C:40]=2[O:44]1. The yield is 0.790.